Dataset: Reaction yield outcomes from USPTO patents with 853,638 reactions. Task: Predict the reaction yield, written as a fraction of the theoretical maximum amount of product (1.0 means a 100% yield; for example, 0.34 means a 34% yield). (1) The reactants are [CH2:1]([O:8][C@H:9]1[C@H:14]([O:15][CH2:16][C:17]2[CH:22]=[CH:21][CH:20]=[CH:19][CH:18]=2)[C@@H:13]([O:23][CH2:24][C:25]2[CH:30]=[CH:29][CH:28]=[CH:27][CH:26]=2)[C@@:12]([C:33]2[CH:38]=[CH:37][C:36]([Cl:39])=[C:35]([CH2:40][C:41]3[CH:46]=[CH:45][C:44]([O:47][CH2:48][C:49]4[CH:54]=[CH:53][CH:52]=[CH:51][CH:50]=4)=[CH:43][CH:42]=3)[CH:34]=2)([O:31][CH3:32])[O:11][C:10]1(CO)[CH2:55][OH:56])[C:2]1[CH:7]=[CH:6][CH:5]=[CH:4][CH:3]=1.O.C1(C)C=CC(S(O)(=O)=O)=CC=1. The catalyst is ClCCl. The product is [CH2:1]([O:8][C@H:9]1[C@H:14]([O:15][CH2:16][C:17]2[CH:18]=[CH:19][CH:20]=[CH:21][CH:22]=2)[C@@H:13]([O:23][CH2:24][C:25]2[CH:30]=[CH:29][CH:28]=[CH:27][CH:26]=2)[C@:12]2([C:33]3[CH:38]=[CH:37][C:36]([Cl:39])=[C:35]([CH2:40][C:41]4[CH:42]=[CH:43][C:44]([O:47][CH2:48][C:49]5[CH:54]=[CH:53][CH:52]=[CH:51][CH:50]=5)=[CH:45][CH:46]=4)[CH:34]=3)[O:11][C@@:10]1([CH2:55][OH:56])[CH2:32][O:31]2)[C:2]1[CH:7]=[CH:6][CH:5]=[CH:4][CH:3]=1. The yield is 0.587. (2) The reactants are [N+:1]([C:4]1[CH:5]=[C:6]([CH:9]=[CH:10][C:11]=1[N+:12]([O-:14])=[O:13])[CH:7]=O)([O-:3])=[O:2].C(OC1(O[Si](C)(C)C)CC1)C.[N+]([C:29]1[CH:30]=[C:31]([CH:38]2[O:42]C(=O)C[CH2:39]2)C=CC=1[N+]([O-])=O)([O-])=O.[Cl:44]CCl. The catalyst is [Ti](Cl)(Cl)(Cl)Cl. The product is [CH2:30]([CH2:31][C:38](=[O:42])[CH2:39][CH:7]([Cl:44])[C:6]1[CH:9]=[CH:10][C:11]([N+:12]([O-:14])=[O:13])=[C:4]([N+:1]([O-:3])=[O:2])[CH:5]=1)[CH3:29]. The yield is 0.370. (3) The reactants are F[C:2](F)(F)[C:3]([OH:5])=O.Br[C:9]1[CH:14]=[CH:13][C:12]([N:15]([C:32](=[O:41])/[CH:33]=[CH:34]/[C:35]2[CH:40]=[CH:39][CH:38]=[CH:37][CH:36]=2)[CH2:16][C:17]([N:19]2[CH2:23][CH2:22][C@H:21]([NH:24]C(=O)OC(C)(C)C)[CH2:20]2)=[O:18])=[CH:11][CH:10]=1. The catalyst is ClCCl. The product is [NH2:24][C@H:21]1[CH2:22][CH2:23][N:19]([C:17](=[O:18])[CH2:16][N:15]([C:12]2[CH:13]=[CH:14][C:9]([O:5][C:3]3[CH:2]=[CH:11][CH:10]=[CH:9][CH:14]=3)=[CH:10][CH:11]=2)[C:32](=[O:41])/[CH:33]=[CH:34]/[C:35]2[CH:36]=[CH:37][CH:38]=[CH:39][CH:40]=2)[CH2:20]1. The yield is 0.860. (4) The reactants are [CH2:1]([O:8][C:9]1[CH:13]=[C:12]([CH2:14][CH2:15][C:16](O)=[O:17])[N:11]([CH2:19][C:20]2[CH:25]=[CH:24][C:23]([Cl:26])=[CH:22][C:21]=2[Cl:27])[N:10]=1)[C:2]1[CH:7]=[CH:6][CH:5]=[CH:4][CH:3]=1.[CH2:28]([S:33]([NH2:36])(=[O:35])=[O:34])[CH2:29][CH2:30][CH2:31][CH3:32].N12CCCN=C1CCCCC2. The catalyst is O1CCCC1. The product is [CH2:1]([O:8][C:9]1[CH:13]=[C:12]([CH2:14][CH2:15][C:16]([NH:36][S:33]([CH2:28][CH2:29][CH2:30][CH2:31][CH3:32])(=[O:35])=[O:34])=[O:17])[N:11]([CH2:19][C:20]2[CH:25]=[CH:24][C:23]([Cl:26])=[CH:22][C:21]=2[Cl:27])[N:10]=1)[C:2]1[CH:3]=[CH:4][CH:5]=[CH:6][CH:7]=1. The yield is 0.560. (5) The reactants are C([O-])([O-])=O.[Cs+].[Cs+].[CH2:7]([O:9][C:10](=[O:19])[C:11]1[CH:16]=[CH:15][C:14]([OH:17])=[C:13]([OH:18])[CH:12]=1)[CH3:8].Br[CH2:21][CH2:22]Br. The catalyst is CN(C=O)C. The product is [CH2:7]([O:9][C:10]([C:11]1[CH:16]=[CH:15][C:14]2[O:17][CH2:21][CH2:22][O:18][C:13]=2[CH:12]=1)=[O:19])[CH3:8]. The yield is 0.290. (6) The reactants are [C:1]1([OH:7])[CH:6]=[CH:5][CH:4]=[CH:3][CH:2]=1.[CH2:8](Br)[C:9]#[CH:10].C(=O)([O-])[O-].[K+].[K+]. The catalyst is CN(C=O)C.O. The product is [CH2:10]([O:7][C:1]1[CH:6]=[CH:5][CH:4]=[CH:3][CH:2]=1)[C:9]#[CH:8]. The yield is 0.840. (7) The reactants are [F:1][C:2]1[CH:7]=[CH:6][C:5]([C:8]2[C:9]3[C:10](=[N:27][N:28]([CH2:30][C:31]([OH:33])=O)[CH:29]=3)[N:11]=[C:12]([C:20]3[CH:25]=[CH:24][C:23]([F:26])=[CH:22][CH:21]=3)[C:13]=2[C:14]2[CH:19]=[CH:18][N:17]=[CH:16][CH:15]=2)=[CH:4][CH:3]=1.C1(N=C=NC2CCCCC2)CCCCC1.ON1C2C=CC=CC=2N=N1.[NH:59]1[CH2:64][CH2:63][O:62][CH2:61][CH2:60]1. The catalyst is CN(C=O)C.CCOC(C)=O. The product is [F:1][C:2]1[CH:3]=[CH:4][C:5]([C:8]2[C:9]3[C:10](=[N:27][N:28]([CH2:30][C:31]([N:59]4[CH2:64][CH2:63][O:62][CH2:61][CH2:60]4)=[O:33])[CH:29]=3)[N:11]=[C:12]([C:20]3[CH:21]=[CH:22][C:23]([F:26])=[CH:24][CH:25]=3)[C:13]=2[C:14]2[CH:15]=[CH:16][N:17]=[CH:18][CH:19]=2)=[CH:6][CH:7]=1. The yield is 0.350.